This data is from NCI-60 drug combinations with 297,098 pairs across 59 cell lines. The task is: Regression. Given two drug SMILES strings and cell line genomic features, predict the synergy score measuring deviation from expected non-interaction effect. (1) Cell line: A549. Drug 2: CC1=C(C(=O)C2=C(C1=O)N3CC4C(C3(C2COC(=O)N)OC)N4)N. Synergy scores: CSS=26.3, Synergy_ZIP=2.81, Synergy_Bliss=2.41, Synergy_Loewe=-16.9, Synergy_HSA=-1.81. Drug 1: C1=CC(=CC=C1C#N)C(C2=CC=C(C=C2)C#N)N3C=NC=N3. (2) Drug 1: CC1OCC2C(O1)C(C(C(O2)OC3C4COC(=O)C4C(C5=CC6=C(C=C35)OCO6)C7=CC(=C(C(=C7)OC)O)OC)O)O. Drug 2: CC1=C(C=C(C=C1)C(=O)NC2=CC(=CC(=C2)C(F)(F)F)N3C=C(N=C3)C)NC4=NC=CC(=N4)C5=CN=CC=C5. Cell line: TK-10. Synergy scores: CSS=23.3, Synergy_ZIP=-8.71, Synergy_Bliss=-3.07, Synergy_Loewe=-3.69, Synergy_HSA=-2.29. (3) Drug 1: COC1=CC(=CC(=C1O)OC)C2C3C(COC3=O)C(C4=CC5=C(C=C24)OCO5)OC6C(C(C7C(O6)COC(O7)C8=CC=CS8)O)O. Drug 2: CC1=C(C(=CC=C1)Cl)NC(=O)C2=CN=C(S2)NC3=CC(=NC(=N3)C)N4CCN(CC4)CCO. Cell line: SN12C. Synergy scores: CSS=42.3, Synergy_ZIP=2.46, Synergy_Bliss=1.95, Synergy_Loewe=3.13, Synergy_HSA=4.98. (4) Drug 1: CS(=O)(=O)C1=CC(=C(C=C1)C(=O)NC2=CC(=C(C=C2)Cl)C3=CC=CC=N3)Cl. Cell line: HL-60(TB). Synergy scores: CSS=85.1, Synergy_ZIP=33.1, Synergy_Bliss=33.7, Synergy_Loewe=-1.49, Synergy_HSA=30.8. Drug 2: CC1=C2C(C(=O)C3(C(CC4C(C3C(C(C2(C)C)(CC1OC(=O)C(C(C5=CC=CC=C5)NC(=O)C6=CC=CC=C6)O)O)OC(=O)C7=CC=CC=C7)(CO4)OC(=O)C)O)C)OC(=O)C. (5) Cell line: PC-3. Synergy scores: CSS=1.37, Synergy_ZIP=-2.78, Synergy_Bliss=-1.44, Synergy_Loewe=-2.26, Synergy_HSA=-2.25. Drug 1: C1CC(C1)(C(=O)O)C(=O)O.[NH2-].[NH2-].[Pt+2]. Drug 2: CN1C(=O)N2C=NC(=C2N=N1)C(=O)N. (6) Drug 1: CC1OCC2C(O1)C(C(C(O2)OC3C4COC(=O)C4C(C5=CC6=C(C=C35)OCO6)C7=CC(=C(C(=C7)OC)O)OC)O)O. Drug 2: C1CCC(C(C1)N)N.C(=O)(C(=O)[O-])[O-].[Pt+4]. Cell line: T-47D. Synergy scores: CSS=28.2, Synergy_ZIP=-8.52, Synergy_Bliss=-5.12, Synergy_Loewe=-3.26, Synergy_HSA=-2.29.